From a dataset of Catalyst prediction with 721,799 reactions and 888 catalyst types from USPTO. Predict which catalyst facilitates the given reaction. (1) Reactant: [NH2:1][CH:2]([CH3:16])[CH:3]([NH:5][C:6](=[O:15])[O:7][CH2:8][C:9]1[CH:14]=[CH:13][CH:12]=[CH:11][CH:10]=1)[CH3:4].[OH:17][C:18]1[CH:26]=[CH:25][CH:24]=[CH:23][C:19]=1[C:20](O)=[O:21].N1C=CN=C1.C1CCC(N=C=NC2CCCCC2)CC1. Product: [OH:17][C:18]1[CH:26]=[CH:25][CH:24]=[CH:23][C:19]=1[C:20]([NH:1][CH:2]([CH3:16])[CH:3]([NH:5][C:6](=[O:15])[O:7][CH2:8][C:9]1[CH:14]=[CH:13][CH:12]=[CH:11][CH:10]=1)[CH3:4])=[O:21]. The catalyst class is: 25. (2) Reactant: [CH3:1][C:2]1[NH:20][C:5]2=[N:6][C:7]([N:14]3[CH2:19][CH2:18][O:17][CH2:16][CH2:15]3)=[CH:8][C:9]([C:10]([O:12][CH3:13])=[O:11])=[C:4]2[N:3]=1.Br[CH2:22][C:23]1[CH:28]=[CH:27][CH:26]=[C:25]([Cl:29])[C:24]=1[CH3:30].C([O-])([O-])=O.[Na+].[Na+].O. Product: [Cl:29][C:25]1[C:24]([CH3:30])=[C:23]([CH:28]=[CH:27][CH:26]=1)[CH2:22][N:20]1[C:5]2=[N:6][C:7]([N:14]3[CH2:15][CH2:16][O:17][CH2:18][CH2:19]3)=[CH:8][C:9]([C:10]([O:12][CH3:13])=[O:11])=[C:4]2[N:3]=[C:2]1[CH3:1]. The catalyst class is: 3. (3) Reactant: [CH:1]1[C:10]2[C:5](=[CH:6][C:7]([OH:11])=[CH:8][CH:9]=2)[CH:4]=[CH:3][C:2]=1[OH:12].F[C:14]1[CH:21]=[CH:20][C:17]([C:18]#[N:19])=[CH:16][CH:15]=1.C([O-])([O-])=O.[K+].[K+]. Product: [OH:12][C:2]1[CH:1]=[C:10]2[C:5](=[CH:4][CH:3]=1)[CH:6]=[C:7]([O:11][C:14]1[CH:21]=[CH:20][C:17]([C:18]#[N:19])=[CH:16][CH:15]=1)[CH:8]=[CH:9]2. The catalyst class is: 3. (4) The catalyst class is: 1. Product: [CH2:7]([N:14]1[CH2:18][C@H:17]([OH:20])[C@@H:16]([OH:21])[CH2:15]1)[C:8]1[CH:9]=[CH:10][CH:11]=[CH:12][CH:13]=1. Reactant: [H-].[H-].[H-].[H-].[Li+].[Al+3].[CH2:7]([N:14]1[C:18](=O)[C@H:17]([OH:20])[C@@H:16]([OH:21])[C:15]1=O)[C:8]1[CH:13]=[CH:12][CH:11]=[CH:10][CH:9]=1. (5) Reactant: F[C:2]1[CH:20]=[C:19]([C:21]([F:24])([F:23])[F:22])[CH:18]=[C:17]([C:25]([F:28])([F:27])[F:26])[C:3]=1[C:4]([NH:6][C:7]1[CH:12]=[CH:11][CH:10]=[C:9]([S:13](=[O:16])(=[O:15])[NH2:14])[CH:8]=1)=[O:5].[F:29][C:30]1[CH:35]=[CH:34][C:33]([OH:36])=[C:32]([O:37][CH3:38])[CH:31]=1.C([O-])([O-])=O.[K+].[K+]. Product: [F:29][C:30]1[CH:35]=[CH:34][C:33]([O:36][C:2]2[CH:20]=[C:19]([C:21]([F:22])([F:24])[F:23])[CH:18]=[C:17]([C:25]([F:27])([F:28])[F:26])[C:3]=2[C:4]([NH:6][C:7]2[CH:12]=[CH:11][CH:10]=[C:9]([S:13](=[O:15])(=[O:16])[NH2:14])[CH:8]=2)=[O:5])=[C:32]([O:37][CH3:38])[CH:31]=1. The catalyst class is: 3.